Task: Predict the reactants needed to synthesize the given product.. Dataset: Full USPTO retrosynthesis dataset with 1.9M reactions from patents (1976-2016) (1) Given the product [F:28][C:20]1[CH:21]=[C:22]([N+:25]([O-:27])=[O:26])[CH:23]=[CH:24][C:19]=1[O:18][C:15]1[CH:14]=[CH:13][N:12]=[C:11]2[CH:10]=[C:9]([C:6]3[CH:5]=[CH:4][C:3]([CH2:2][N:29]4[CH2:33][CH2:32][CH2:31][CH2:30]4)=[CH:8][CH:7]=3)[S:17][C:16]=12, predict the reactants needed to synthesize it. The reactants are: Cl[CH2:2][C:3]1[CH:8]=[CH:7][C:6]([C:9]2[S:17][C:16]3[C:11](=[N:12][CH:13]=[CH:14][C:15]=3[O:18][C:19]3[CH:24]=[CH:23][C:22]([N+:25]([O-:27])=[O:26])=[CH:21][C:20]=3[F:28])[CH:10]=2)=[CH:5][CH:4]=1.[NH:29]1[CH2:33][CH2:32][CH2:31][CH2:30]1. (2) Given the product [CH:1]1([C:6]2[CH:7]=[C:8]3[C:13](=[CH:14][CH:15]=2)[C:12](=[O:16])[NH:11][C:10](=[O:17])[C:9]3=[CH:18][O:19][CH3:20])[CH2:2][CH2:3][CH2:4][CH2:5]1, predict the reactants needed to synthesize it. The reactants are: [CH:1]1([C:6]2[CH:7]=[C:8]3[C:13](=[CH:14][CH:15]=2)[C:12](=[O:16])[NH:11][C:10](=[O:17])[CH2:9]3)[CH2:5][CH2:4][CH2:3][CH2:2]1.[CH3:18][O:19][CH:20](OC)OC. (3) Given the product [ClH:1].[CH3:14][C:12]1[N:13]=[C:9]([NH:8][C:5]2[C:4]([O:15][C:16]3[CH:21]=[CH:20][CH:19]=[CH:18][CH:17]=3)=[CH:3][C:2]([C:22]3[CH:27]=[CH:26][CH:25]=[CH:24][CH:23]=3)=[CH:7][N:6]=2)[S:10][CH:11]=1, predict the reactants needed to synthesize it. The reactants are: [Cl:1][C:2]1[CH:3]=[C:4]([O:15][C:16]2[CH:21]=[CH:20][CH:19]=[CH:18][CH:17]=2)[C:5]([NH:8][C:9]2[S:10][CH:11]=[C:12]([CH3:14])[N:13]=2)=[N:6][CH:7]=1.[C:22]1(B(O)O)[CH:27]=[CH:26][CH:25]=[CH:24][CH:23]=1.C([O-])([O-])=O.[Na+].[Na+]. (4) Given the product [F:25][C:26]1[CH:31]=[CH:30][CH:29]=[CH:28][C:27]=1[N:32]1[C:40]2[C:35](=[C:36]([N:41]3[CH2:48][C@@H:47]4[C@@H:43]([N:44]([C:54]([C:51]5([OH:50])[CH2:53][CH2:52]5)=[O:55])[CH2:45][CH2:46]4)[C:42]3=[O:49])[CH:37]=[CH:38][CH:39]=2)[CH:34]=[N:33]1, predict the reactants needed to synthesize it. The reactants are: F[P-](F)(F)(F)(F)F.CN(C(N1C2C(=NC=CC=2)[N+]([O-])=N1)=[N+](C)C)C.[F:25][C:26]1[CH:31]=[CH:30][CH:29]=[CH:28][C:27]=1[N:32]1[C:40]2[C:35](=[C:36]([N:41]3[CH2:48][C@@H:47]4[C@@H:43]([NH:44][CH2:45][CH2:46]4)[C:42]3=[O:49])[CH:37]=[CH:38][CH:39]=2)[CH:34]=[N:33]1.[OH:50][C:51]1([C:54](O)=[O:55])[CH2:53][CH2:52]1.C(N(CC)CC)C. (5) Given the product [C:1]([O:5][C:6](=[O:28])[C@@H:7]([N:10]1[CH:15]=[CH:14][CH:13]=[C:12]([NH2:16])[C:11]1=[O:27])[CH2:8][CH3:9])([CH3:2])([CH3:3])[CH3:4], predict the reactants needed to synthesize it. The reactants are: [C:1]([O:5][C:6](=[O:28])[C@@H:7]([N:10]1[CH:15]=[CH:14][CH:13]=[C:12]([NH:16]C(OCC2C=CC=CC=2)=O)[C:11]1=[O:27])[CH2:8][CH3:9])([CH3:4])([CH3:3])[CH3:2]. (6) Given the product [CH3:24][O:25][C:26](=[O:45])[CH2:27][CH2:28][C:29]1[CH:34]=[CH:33][C:32]([O:35][CH2:36][CH2:37][C@@H:38]([O:16][C:13]2[CH:14]=[CH:15][C:10]([CH:7]([CH3:9])[CH3:8])=[CH:11][C:12]=2[O:17][C:18]2[CH:23]=[CH:22][CH:21]=[CH:20][CH:19]=2)[CH3:39])=[CH:31][C:30]=1[CH3:1].[CH:7]([C:10]1[CH:15]=[CH:14][C:13]([O:40][C@@H:38]([CH3:39])[CH2:37][CH2:36][O:35][C:32]2[CH:33]=[CH:34][C:29]([CH2:28][CH2:27][C:26]([OH:25])=[O:45])=[C:30]([CH3:46])[CH:31]=2)=[C:12]([O:17][C:18]2[CH:23]=[CH:22][CH:21]=[CH:20][CH:19]=2)[CH:11]=1)([CH3:9])[CH3:8], predict the reactants needed to synthesize it. The reactants are: [C:1](=O)([O-])[O-].[Cs+].[Cs+].[CH:7]([C:10]1[CH:15]=[CH:14][C:13]([OH:16])=[C:12]([O:17][C:18]2[CH:23]=[CH:22][CH:21]=[CH:20][CH:19]=2)[CH:11]=1)([CH3:9])[CH3:8].[CH3:24][O:25][C:26](=[O:45])[CH2:27][CH2:28][C:29]1[CH:34]=[CH:33][C:32]([O:35][CH2:36][CH2:37][C@@H:38]([O:40]S(C)(=O)=O)[CH3:39])=[CH:31][CH:30]=1.[CH3:46]OC(=O)CC.